This data is from Forward reaction prediction with 1.9M reactions from USPTO patents (1976-2016). The task is: Predict the product of the given reaction. Given the reactants COC1C=C2C(CCC(=O)N2)=CC=1.[H-].[Na+].CS(OCCN1CCC(NC(OC(C)(C)C)=O)CC1)(=O)=O.[CH3:37][O:38][C:39]1[CH:48]=[C:47]2[C:42]([CH:43]=[CH:44][C:45](=[O:65])[N:46]2[CH2:49][CH2:50][N:51]2[CH2:56][CH2:55][CH:54]([NH:57][C:58](=[O:64])[O:59][C:60]([CH3:63])([CH3:62])[CH3:61])[CH2:53][CH2:52]2)=[CH:41][CH:40]=1, predict the reaction product. The product is: [CH3:37][O:38][C:39]1[CH:48]=[C:47]2[C:42]([CH2:43][CH2:44][C:45](=[O:65])[N:46]2[CH2:49][CH2:50][N:51]2[CH2:52][CH2:53][CH:54]([NH:57][C:58](=[O:64])[O:59][C:60]([CH3:61])([CH3:63])[CH3:62])[CH2:55][CH2:56]2)=[CH:41][CH:40]=1.